From a dataset of Forward reaction prediction with 1.9M reactions from USPTO patents (1976-2016). Predict the product of the given reaction. (1) Given the reactants [Br:1][C:2]1[CH:7]=[CH:6][C:5]([C@H:8]2[C@H:13]([C:14]3[CH:15]=[N:16][CH:17]=[CH:18][CH:19]=3)[CH2:12][C:11](=O)[NH:10][C:9]2=O)=[C:4]([Cl:22])[CH:3]=1.C(Cl)Cl, predict the reaction product. The product is: [Br:1][C:2]1[CH:7]=[CH:6][C:5]([C@H:8]2[C@H:13]([C:14]3[CH:15]=[N:16][CH:17]=[CH:18][CH:19]=3)[CH2:12][CH2:11][NH:10][CH2:9]2)=[C:4]([Cl:22])[CH:3]=1. (2) Given the reactants C(O)(C)(C)C.C(O)C.[BH4-].[Na+].[CH:11]1([N:14]2[C:19](=[O:20])[CH:18]=[C:17]([N:21]=[CH:22]N(C)C)[N:16]([C:26]3[CH:31]=[CH:30][C:29]([I:32])=[CH:28][C:27]=3[F:33])[C:15]2=[O:34])[CH2:13][CH2:12]1.C(O)(=O)CC(CC(O)=O)(C(O)=O)O, predict the reaction product. The product is: [CH:11]1([N:14]2[C:19](=[O:20])[CH:18]=[C:17]([NH:21][CH3:22])[N:16]([C:26]3[CH:31]=[CH:30][C:29]([I:32])=[CH:28][C:27]=3[F:33])[C:15]2=[O:34])[CH2:12][CH2:13]1.